This data is from Reaction yield outcomes from USPTO patents with 853,638 reactions. The task is: Predict the reaction yield, written as a fraction of the theoretical maximum amount of product (1.0 means a 100% yield; for example, 0.34 means a 34% yield). The catalyst is CO. The yield is 0.930. The reactants are [CH3:1][O:2][C:3]1[CH:4]=[C:5]2[C:10](=[CH:11][C:12]=1[O:13][CH3:14])[C:9](=[O:15])[CH2:8][CH2:7][CH2:6]2.[BH4-].[Na+]. The product is [CH3:1][O:2][C:3]1[CH:4]=[C:5]2[C:10](=[CH:11][C:12]=1[O:13][CH3:14])[CH:9]([OH:15])[CH2:8][CH2:7][CH2:6]2.